This data is from Retrosynthesis with 50K atom-mapped reactions and 10 reaction types from USPTO. The task is: Predict the reactants needed to synthesize the given product. (1) Given the product CCN(CC)C(=O)COc1ccc(N2CCC[C@H](NC(=O)C34CC5CC(C3)C(O)C(C5)C4)C2)cc1, predict the reactants needed to synthesize it. The reactants are: CCN(CC)C(=O)COc1ccc(Cl)cc1.O=C(N[C@H]1CCCNC1)C12CC3CC(C1)C(O)C(C3)C2. (2) Given the product CC(C)(C)[C@H]1CC[C@@H](C(NC(=O)Nc2ccc(OC(F)(F)F)cc2)c2ccc(C(=O)NCCC(=O)O)cc2)CC1, predict the reactants needed to synthesize it. The reactants are: CCOC(=O)CCNC(=O)c1ccc(C(NC(=O)Nc2ccc(OC(F)(F)F)cc2)[C@H]2CC[C@@H](C(C)(C)C)CC2)cc1. (3) Given the product COC(=O)COc1ccc(CC(=O)O)cc1, predict the reactants needed to synthesize it. The reactants are: COC(=O)COc1ccc(CC(=O)OCc2ccccc2)cc1. (4) The reactants are: Fc1cc(Br)cc(Oc2c(Cl)ccc(CBr)c2F)c1Cl.[N-]=[N+]=[N-]. Given the product [N-]=[N+]=NCc1ccc(Cl)c(Oc2cc(Br)cc(F)c2Cl)c1F, predict the reactants needed to synthesize it. (5) Given the product Cc1nc2c(OCC3CCCCC3)cccn2c1C(=O)NC1CCNCC1, predict the reactants needed to synthesize it. The reactants are: Cc1nc2c(OCC3CCCCC3)cccn2c1C(=O)NC1CCN(C(=O)OC(C)(C)C)CC1. (6) Given the product O=C(O)c1ccc2c(-c3c(-c4ccccn4)nn4c3CCC4)ccnc2c1, predict the reactants needed to synthesize it. The reactants are: COC(=O)c1ccc2c(-c3c(-c4ccccn4)nn4c3CCC4)ccnc2c1. (7) Given the product CS(=O)(=O)Oc1ccc(I)c2c1CNC2=O, predict the reactants needed to synthesize it. The reactants are: CS(=O)(=O)Cl.O=C1NCc2c(O)ccc(I)c21.